Predict the reactants needed to synthesize the given product. From a dataset of Full USPTO retrosynthesis dataset with 1.9M reactions from patents (1976-2016). (1) Given the product [N:17]1([C:15]([C:12]2[CH:11]=[CH:10][C:9]([CH2:8][CH2:7][C:6]([OH:28])=[O:5])=[CH:14][CH:13]=2)=[O:16])[CH2:23][CH2:22][CH2:21][CH2:20][C:19]2[CH:24]=[CH:25][CH:26]=[CH:27][C:18]1=2, predict the reactants needed to synthesize it. The reactants are: O.[OH-].[Li+].C[O:5][C:6](=[O:28])[CH2:7][CH2:8][C:9]1[CH:14]=[CH:13][C:12]([C:15]([N:17]2[CH2:23][CH2:22][CH2:21][CH2:20][C:19]3[CH:24]=[CH:25][CH:26]=[CH:27][C:18]2=3)=[O:16])=[CH:11][CH:10]=1. (2) Given the product [C:1]([O:5][C:6]([N:8]([CH3:32])[CH2:9][CH2:10][CH:11]1[O:16][CH2:15][CH2:14][N:13]([C:17]([O:19][CH2:20][C:21]2[CH:26]=[C:25]([Cl:27])[CH:24]=[C:23]([Cl:28])[CH:22]=2)=[O:18])[CH2:12]1)=[O:7])([CH3:4])([CH3:2])[CH3:3], predict the reactants needed to synthesize it. The reactants are: [C:1]([O:5][C:6]([NH:8][CH2:9][CH2:10][CH:11]1[O:16][CH2:15][CH2:14][N:13]([C:17]([O:19][CH2:20][C:21]2[CH:26]=[C:25]([Cl:27])[CH:24]=[C:23]([Cl:28])[CH:22]=2)=[O:18])[CH2:12]1)=[O:7])([CH3:4])([CH3:3])[CH3:2].[H-].[Na+].I[CH3:32]. (3) Given the product [Cl:37][C:25]1[CH:26]=[C:27]([C:28]([F:31])([F:30])[F:29])[CH:22]=[CH:23][C:24]=1[S:32]([NH:20][C:4]1[CH:3]=[C:2]([Cl:1])[C:7]([O:8][C:9]2[S:10][C:11]3[CH:17]=[C:16]([Cl:18])[CH:15]=[CH:14][C:12]=3[N:13]=2)=[C:6]([Cl:19])[CH:5]=1)(=[O:34])=[O:33], predict the reactants needed to synthesize it. The reactants are: [Cl:1][C:2]1[CH:3]=[C:4]([NH2:20])[CH:5]=[C:6]([Cl:19])[C:7]=1[O:8][C:9]1[S:10][C:11]2[CH:17]=[C:16]([Cl:18])[CH:15]=[CH:14][C:12]=2[N:13]=1.Cl[C:22]1[CH:23]=[C:24]([S:32](Cl)(=[O:34])=[O:33])[CH:25]=[CH:26][C:27]=1[C:28]([F:31])([F:30])[F:29].O.[ClH:37]. (4) Given the product [CH2:25]([O:24][C:20]1[CH:19]=[C:18]([C:7]2[N:8]([C:12]3[CH:17]=[CH:16][CH:15]=[CH:14][CH:13]=3)[C:9]([CH3:11])=[CH:10][C:6]=2[C:4]([OH:5])=[O:3])[CH:23]=[CH:22][CH:21]=1)[C:26]1[CH:27]=[CH:28][CH:29]=[CH:30][CH:31]=1, predict the reactants needed to synthesize it. The reactants are: C([O:3][C:4]([C:6]1[CH:10]=[C:9]([CH3:11])[N:8]([C:12]2[CH:17]=[CH:16][CH:15]=[CH:14][CH:13]=2)[C:7]=1[C:18]1[CH:23]=[CH:22][CH:21]=[C:20]([O:24][CH2:25][C:26]2[CH:31]=[CH:30][CH:29]=[CH:28][CH:27]=2)[CH:19]=1)=[O:5])C.[OH-].[Na+].O.Cl. (5) Given the product [CH:30]([C:33]1[S:34][CH:35]=[C:36]([CH2:38][O:39][C:40]([NH:42][C@H:43]([C:47]([NH:1][C@H:2]([CH2:24][C:25]2[S:29][CH:28]=[N:27][CH:26]=2)[CH2:3][C@H:4]([OH:23])[C@@H:5]([NH:13][C:14]([O:16][CH2:17][C:18]2[S:22][CH:21]=[N:20][CH:19]=2)=[O:15])[CH2:6][C:7]2[CH:12]=[CH:11][CH:10]=[CH:9][CH:8]=2)=[O:48])[CH:44]([CH3:46])[CH3:45])=[O:41])[N:37]=1)([CH3:32])[CH3:31], predict the reactants needed to synthesize it. The reactants are: [NH2:1][C@H:2]([CH2:24][C:25]1[S:29][CH:28]=[N:27][CH:26]=1)[CH2:3][C@H:4]([OH:23])[C@@H:5]([NH:13][C:14]([O:16][CH2:17][C:18]1[S:22][CH:21]=[N:20][CH:19]=1)=[O:15])[CH2:6][C:7]1[CH:12]=[CH:11][CH:10]=[CH:9][CH:8]=1.[CH:30]([C:33]1[S:34][CH:35]=[C:36]([CH2:38][O:39][C:40]([NH:42][C@H:43]([C:47](O)=[O:48])[CH:44]([CH3:46])[CH3:45])=[O:41])[N:37]=1)([CH3:32])[CH3:31].CO.